Dataset: NCI-60 drug combinations with 297,098 pairs across 59 cell lines. Task: Regression. Given two drug SMILES strings and cell line genomic features, predict the synergy score measuring deviation from expected non-interaction effect. (1) Drug 1: CNC(=O)C1=CC=CC=C1SC2=CC3=C(C=C2)C(=NN3)C=CC4=CC=CC=N4. Drug 2: CS(=O)(=O)C1=CC(=C(C=C1)C(=O)NC2=CC(=C(C=C2)Cl)C3=CC=CC=N3)Cl. Cell line: NCI-H460. Synergy scores: CSS=-4.28, Synergy_ZIP=-1.96, Synergy_Bliss=-4.44, Synergy_Loewe=-6.97, Synergy_HSA=-4.76. (2) Drug 1: CN(C)N=NC1=C(NC=N1)C(=O)N. Drug 2: C1CNP(=O)(OC1)N(CCCl)CCCl. Cell line: SN12C. Synergy scores: CSS=-2.93, Synergy_ZIP=0.458, Synergy_Bliss=-0.536, Synergy_Loewe=-4.76, Synergy_HSA=-2.92. (3) Drug 1: CC1=C(C(=CC=C1)Cl)NC(=O)C2=CN=C(S2)NC3=CC(=NC(=N3)C)N4CCN(CC4)CCO. Drug 2: C1CNP(=O)(OC1)N(CCCl)CCCl. Cell line: NCIH23. Synergy scores: CSS=12.2, Synergy_ZIP=-5.74, Synergy_Bliss=1.25, Synergy_Loewe=-14.2, Synergy_HSA=0.462. (4) Drug 2: CCC1(CC2CC(C3=C(CCN(C2)C1)C4=CC=CC=C4N3)(C5=C(C=C6C(=C5)C78CCN9C7C(C=CC9)(C(C(C8N6C=O)(C(=O)OC)O)OC(=O)C)CC)OC)C(=O)OC)O.OS(=O)(=O)O. Synergy scores: CSS=34.7, Synergy_ZIP=-4.47, Synergy_Bliss=1.31, Synergy_Loewe=-14.4, Synergy_HSA=1.45. Cell line: T-47D. Drug 1: C1CC(=O)NC(=O)C1N2CC3=C(C2=O)C=CC=C3N. (5) Drug 1: COC1=CC(=CC(=C1O)OC)C2C3C(COC3=O)C(C4=CC5=C(C=C24)OCO5)OC6C(C(C7C(O6)COC(O7)C8=CC=CS8)O)O. Drug 2: CC1=C2C(C(=O)C3(C(CC4C(C3C(C(C2(C)C)(CC1OC(=O)C(C(C5=CC=CC=C5)NC(=O)OC(C)(C)C)O)O)OC(=O)C6=CC=CC=C6)(CO4)OC(=O)C)O)C)O. Cell line: LOX IMVI. Synergy scores: CSS=43.0, Synergy_ZIP=-11.4, Synergy_Bliss=-8.15, Synergy_Loewe=-5.13, Synergy_HSA=-2.43.